From a dataset of Forward reaction prediction with 1.9M reactions from USPTO patents (1976-2016). Predict the product of the given reaction. Given the reactants C([N:8]1[CH2:13][CH2:12][C:11](=[CH:14][C:15]2[CH:20]=[CH:19][CH:18]=[CH:17][CH:16]=2)[CH:10]([CH3:21])[CH2:9]1)C1C=CC=CC=1.[H][H], predict the reaction product. The product is: [CH2:14]([CH:11]1[CH2:12][CH2:13][NH:8][CH2:9][CH:10]1[CH3:21])[C:15]1[CH:20]=[CH:19][CH:18]=[CH:17][CH:16]=1.